Dataset: Peptide-MHC class I binding affinity with 185,985 pairs from IEDB/IMGT. Task: Regression. Given a peptide amino acid sequence and an MHC pseudo amino acid sequence, predict their binding affinity value. This is MHC class I binding data. (1) The peptide sequence is ALMRNLNSL. The MHC is H-2-Db with pseudo-sequence H-2-Db. The binding affinity (normalized) is 0.416. (2) The peptide sequence is LQAGFFLLT. The MHC is HLA-A68:02 with pseudo-sequence HLA-A68:02. The binding affinity (normalized) is 0.201. (3) The peptide sequence is KEKGGLEGL. The MHC is HLA-A03:01 with pseudo-sequence HLA-A03:01. The binding affinity (normalized) is 0.